From a dataset of Reaction yield outcomes from USPTO patents with 853,638 reactions. Predict the reaction yield, written as a fraction of the theoretical maximum amount of product (1.0 means a 100% yield; for example, 0.34 means a 34% yield). (1) The reactants are [CH3:1][N:2]1[CH2:7][CH2:6][NH:5][CH2:4][CH2:3]1.C(N(CC)CC)C.[CH3:15][O:16][C:17](=[O:28])[C:18]1[CH:23]=[CH:22][C:21]([CH2:24]Br)=[CH:20][C:19]=1[O:26][CH3:27]. The catalyst is C(O)C. The product is [CH3:15][O:16][C:17](=[O:28])[C:18]1[CH:23]=[CH:22][C:21]([CH2:24][N:5]2[CH2:6][CH2:7][N:2]([CH3:1])[CH2:3][CH2:4]2)=[CH:20][C:19]=1[O:26][CH3:27]. The yield is 0.850. (2) The reactants are Cl[C:2]1[CH:9]=[C:8]([NH:10][C@@H:11]([C:16]2[CH:21]=[CH:20][CH:19]=[CH:18][CH:17]=2)[C@H:12]([OH:15])[CH2:13][OH:14])[C:5]([C:6]#[N:7])=[CH:4][N:3]=1.[S:22]1[C:26]2[CH:27]=[C:28]([NH2:31])[CH:29]=[CH:30][C:25]=2[N:24]=[CH:23]1.CN1C(=O)CCC1. The catalyst is O. The product is [S:22]1[C:26]2[CH:27]=[C:28]([NH:31][C:2]3[CH:9]=[C:8]([NH:10][C@@H:11]([C:16]4[CH:21]=[CH:20][CH:19]=[CH:18][CH:17]=4)[C@H:12]([OH:15])[CH2:13][OH:14])[C:5]([C:6]#[N:7])=[CH:4][N:3]=3)[CH:29]=[CH:30][C:25]=2[N:24]=[CH:23]1. The yield is 0.820. (3) The reactants are [NH2:1][C:2]1[N:7]=[CH:6][N:5]=[C:4]2[N:8]([CH2:25][C@@H:26]3[CH2:30][CH2:29][CH2:28][N:27]3[C:31](=[O:49])[C:32]([C:47]#[N:48])=[CH:33][C:34]([N:37]([CH2:45][CH3:46])C(=O)OC(C)(C)C)([CH3:36])[CH3:35])[N:9]=[C:10]([C:11]3[CH:16]=[CH:15][C:14]([O:17][C:18]4[CH:23]=[CH:22][CH:21]=[CH:20][CH:19]=4)=[CH:13][C:12]=3[F:24])[C:3]=12.C(O)(C(F)(F)F)=O. The catalyst is C(Cl)Cl. The product is [NH2:1][C:2]1[N:7]=[CH:6][N:5]=[C:4]2[N:8]([CH2:25][C@@H:26]3[CH2:30][CH2:29][CH2:28][N:27]3[C:31]([C:32](=[CH:33][C:34]([NH:37][CH2:45][CH3:46])([CH3:35])[CH3:36])[C:47]#[N:48])=[O:49])[N:9]=[C:10]([C:11]3[CH:16]=[CH:15][C:14]([O:17][C:18]4[CH:19]=[CH:20][CH:21]=[CH:22][CH:23]=4)=[CH:13][C:12]=3[F:24])[C:3]=12. The yield is 0.160. (4) The reactants are [Br:1][C:2]1[CH:3]=[CH:4][C:5]([F:33])=[C:6]([C@@:8]2([CH3:32])[N:17](CC3C=CC(OC)=CC=3OC)[C:16](=[O:29])[C:11]3([CH2:15][CH:14]=[CH:13][CH2:12]3)[S:10](=[O:31])(=[O:30])[CH2:9]2)[CH:7]=1.FC(F)(F)C(O)=O.FC(F)(F)S(O)(=O)=O.C([O-])([O-])=O.[Na+].[Na+]. No catalyst specified. The product is [Br:1][C:2]1[CH:3]=[CH:4][C:5]([F:33])=[C:6]([C@@:8]2([CH3:32])[NH:17][C:16](=[O:29])[C:11]3([CH2:12][CH:13]=[CH:14][CH2:15]3)[S:10](=[O:31])(=[O:30])[CH2:9]2)[CH:7]=1. The yield is 0.943. (5) The reactants are [C:1]([O:5][C:6](=[O:40])[N:7]([C@H:9]([C:11](=[O:39])[NH:12][C@@H:13]1[C:19](=[O:20])[N:18]([CH2:21][C:22]2C3C(=C(Br)C=CC=3)C=[CH:24][C:23]=2OC)[C:17]2[CH:35]=[CH:36][CH:37]=[CH:38][C:16]=2[NH:15][CH2:14]1)[CH3:10])[CH3:8])([CH3:4])([CH3:3])[CH3:2].FC(F)(F)C(O)=O.N[C@@H]1C(=O)N(CC2C3[C:61](=[CH:62][CH:63]=[CH:64]C=3)[N:60]([C:67]3[CH:74]=[CH:73][CH:72]=[CH:71][C:68]=3[C:69]#[N:70])[N:59]=2)C2C=CC=CC=2NC1.N(C(OC(C)(C)C)=O)(C)[C@H](C(O)=O)C. No catalyst specified. The product is [C:1]([O:5][C:6](=[O:40])[N:7]([C@H:9]([C:11](=[O:39])[NH:12][C@@H:13]1[C:19](=[O:20])[N:18]([CH2:21][C:22]2[C:23]3[C:61](=[CH:62][CH:63]=[CH:64][CH:24]=3)[N:60]([C:67]3[CH:74]=[CH:73][CH:72]=[CH:71][C:68]=3[C:69]#[N:70])[N:59]=2)[C:17]2[CH:35]=[CH:36][CH:37]=[CH:38][C:16]=2[NH:15][CH2:14]1)[CH3:10])[CH3:8])([CH3:2])([CH3:4])[CH3:3]. The yield is 0.728. (6) The reactants are [CH3:1][O:2][C:3](=[O:21])[C@H:4]([CH2:13][C:14]1[CH:19]=[CH:18][C:17]([OH:20])=[CH:16][CH:15]=1)[NH:5][C:6]([O:8][C:9]([CH3:12])([CH3:11])[CH3:10])=[O:7].N1C=CC=CC=1.[F:28][C:29]([F:42])([F:41])[S:30](O[S:30]([C:29]([F:42])([F:41])[F:28])(=[O:32])=[O:31])(=[O:32])=[O:31].O. The catalyst is ClCCl. The product is [CH3:1][O:2][C:3](=[O:21])[C@@H:4]([NH:5][C:6]([O:8][C:9]([CH3:12])([CH3:10])[CH3:11])=[O:7])[CH2:13][C:14]1[CH:19]=[CH:18][C:17]([O:20][S:30]([C:29]([F:42])([F:41])[F:28])(=[O:32])=[O:31])=[CH:16][CH:15]=1. The yield is 1.00. (7) The reactants are [Br:1][C:2]1[CH:3]=[C:4]([C:9]([O:11][CH3:12])=[O:10])[CH:5]=[N:6][C:7]=1Cl.[I:13][Si](C)(C)C.[I-].[Na+]. The catalyst is C(#N)CC. The product is [Br:1][C:2]1[CH:3]=[C:4]([C:9]([O:11][CH3:12])=[O:10])[CH:5]=[N:6][C:7]=1[I:13]. The yield is 0.790.